Dataset: Full USPTO retrosynthesis dataset with 1.9M reactions from patents (1976-2016). Task: Predict the reactants needed to synthesize the given product. (1) Given the product [OH:19][C:15]1[C:14]([NH:20][CH2:21][CH2:22][NH:23][C:24](=[O:26])[CH3:25])=[C:13]([CH2:11][CH3:12])[CH:18]=[CH:17][C:16]=1[CH:4]=[O:5], predict the reactants needed to synthesize it. The reactants are: CN([CH:4]=[O:5])C.P(Cl)(Cl)(Cl)=O.[CH2:11]([C:13]1[C:14]([NH:20][CH2:21][CH2:22][NH:23][C:24](=[O:26])[CH3:25])=[C:15]([OH:19])[CH:16]=[CH:17][CH:18]=1)[CH3:12].[OH-].[Na+]. (2) The reactants are: [Cl:1][C:2]1[C:3]([N:8]2[C:13]3[CH:14]=[CH:15][CH:16]=[C:17]([C:18]([NH:20][C:21]4[CH:26]=[CH:25][CH:24]=[CH:23][C:22]=4C(OC)=O)=[O:19])[C:12]=3[O:11][CH2:10][CH2:9]2)=[N:4][CH:5]=[CH:6][CH:7]=1.[OH-:31].[Na+].Cl.[O:34]1[CH2:38]CCC1. Given the product [C:38]([C:24]1[CH:23]=[CH:22][C:21]([NH:20][C:18]([C:17]2[C:12]3[O:11][CH2:10][CH2:9][N:8]([C:3]4[C:2]([Cl:1])=[CH:7][CH:6]=[CH:5][N:4]=4)[C:13]=3[CH:14]=[CH:15][CH:16]=2)=[O:19])=[CH:26][CH:25]=1)([OH:34])=[O:31], predict the reactants needed to synthesize it. (3) Given the product [CH:4]([C:3]1[C:2]([O:1][CH2:17][CH2:18][CH2:19][CH2:20][CH2:21][C:22]([O:24][CH2:25][CH3:26])=[O:23])=[N:9][CH:8]=[CH:7][CH:6]=1)=[O:5], predict the reactants needed to synthesize it. The reactants are: [OH:1][C:2]1[N:9]=[CH:8][CH:7]=[CH:6][C:3]=1[CH:4]=[O:5].C(=O)([O-])[O-].[K+].[K+].Br[CH2:17][CH2:18][CH2:19][CH2:20][CH2:21][C:22]([O:24][CH2:25][CH3:26])=[O:23]. (4) Given the product [C:18]([NH:15][CH2:7][C@H:5]([C:4]([OH:3])=[O:11])[OH:6])([O:53][CH2:52][CH:50]1[C:51]2[C:43](=[CH:42][CH:41]=[CH:40][CH:39]=2)[C:44]2[C:49]1=[CH:48][CH:47]=[CH:46][CH:45]=2)=[O:20], predict the reactants needed to synthesize it. The reactants are: CC1(C)[O:6][C@H:5]([CH2:7]C(O)=O)[C:4](=[O:11])[O:3]1.C([N:15]([CH2:18]C)CC)C.[O:20](P(N=[N+]=[N-])(OC1C=CC=CC=1)=O)C1C=CC=CC=1.[CH:39]1[C:51]2[CH:50]([CH2:52][OH:53])[C:49]3[C:44](=[CH:45][CH:46]=[CH:47][CH:48]=3)[C:43]=2[CH:42]=[CH:41][CH:40]=1.Cl. (5) Given the product [C:24]([O:28][C:29]([N:31]1[CH2:32][C:33]([B:10]2[O:11][C:12]([CH3:17])([CH3:18])[C:13]([CH3:15])([CH3:16])[O:14]2)=[CH:34][CH2:35][CH2:36]1)=[O:30])([CH3:27])([CH3:25])[CH3:26], predict the reactants needed to synthesize it. The reactants are: [B:10]1([B:10]2[O:14][C:13]([CH3:16])([CH3:15])[C:12]([CH3:18])([CH3:17])[O:11]2)[O:14][C:13]([CH3:16])([CH3:15])[C:12]([CH3:18])([CH3:17])[O:11]1.C([O-])(=O)C.[K+].[C:24]([O:28][C:29]([N:31]1[CH2:36][C:35](OS(C(F)(F)F)(=O)=O)=[CH:34][CH2:33][CH2:32]1)=[O:30])([CH3:27])([CH3:26])[CH3:25]. (6) The reactants are: [C:1]([NH:4][CH2:5][C:6]([O-:8])=[O:7])(=[O:3])[CH3:2].[OH-].[CH2:10]([P+:14]([CH2:23][CH2:24][CH2:25][CH3:26])([CH2:19][CH2:20][CH2:21][CH3:22])[CH2:15][CH2:16][CH2:17][CH3:18])[CH2:11][CH2:12][CH3:13]. Given the product [C:1]([NH:4][CH2:5][C:6]([O-:8])=[O:7])(=[O:3])[CH3:2].[CH2:23]([P+:14]([CH2:10][CH2:11][CH2:12][CH3:13])([CH2:15][CH2:16][CH2:17][CH3:18])[CH2:19][CH2:20][CH2:21][CH3:22])[CH2:24][CH2:25][CH3:26], predict the reactants needed to synthesize it. (7) Given the product [CH:22]([N:23]1[CH2:28][CH2:27][N:26]([CH2:14][CH2:13][CH2:12][CH:10]2[O:9][N:8]=[C:7]([C:1]3[CH:6]=[CH:5][CH:4]=[CH:3][CH:2]=3)[CH2:11]2)[CH2:25][CH2:24]1)([C:29]1[CH:34]=[CH:33][CH:32]=[CH:31][CH:30]=1)[C:16]1[CH:21]=[CH:20][CH:19]=[CH:18][CH:17]=1, predict the reactants needed to synthesize it. The reactants are: [C:1]1([C:7]2[CH2:11][CH:10]([CH2:12][CH2:13][CH:14]=O)[O:9][N:8]=2)[CH:6]=[CH:5][CH:4]=[CH:3][CH:2]=1.[C:16]1([CH:22]([C:29]2[CH:34]=[CH:33][CH:32]=[CH:31][CH:30]=2)[N:23]2[CH2:28][CH2:27][NH:26][CH2:25][CH2:24]2)[CH:21]=[CH:20][CH:19]=[CH:18][CH:17]=1.[BH-](OC(C)=O)(OC(C)=O)OC(C)=O.[Na+]. (8) Given the product [Cl:1][C:2]1[C:10]([Cl:11])=[C:9]2[C:5]([CH2:6][CH:7]([CH:12]3[CH2:16][CH2:15][CH2:14][CH2:13]3)[C:8]2=[O:44])=[CH:4][C:3]=1[O:17][CH2:18][C:20]1[CH:21]=[CH:22][C:23]([C:24]2[N:25]=[N:32][NH:33][N:34]=2)=[CH:26][CH:27]=1, predict the reactants needed to synthesize it. The reactants are: [Cl:1][C:2]1[C:10]([Cl:11])=[C:9]2[C:5]([CH2:6][CH:7]([CH:12]3[CH2:16][CH2:15][CH2:14][CH2:13]3)[CH2:8]2)=[CH:4][C:3]=1[O:17][C:18]([C:20]1[CH:27]=[CH:26][C:23]([C:24]#[N:25])=[CH:22][CH:21]=1)=O.C[Si]([N:32]=[N+:33]=[N-:34])(C)C.C([Sn](=[O:44])CCCC)CCC. (9) Given the product [Br:13][C:14]1[CH:15]=[N:12][C:9]2[N:10]([N:11]=[C:7]([CH:4]3[CH2:3][CH2:2][O:1][CH2:6][CH2:5]3)[CH:8]=2)[CH:17]=1, predict the reactants needed to synthesize it. The reactants are: [O:1]1[CH2:6][CH2:5][CH:4]([C:7]2[CH:8]=[C:9]([NH2:12])[NH:10][N:11]=2)[CH2:3][CH2:2]1.[Br:13][CH:14]([CH:17]=O)[CH:15]=O. (10) Given the product [Br:1][C:2]1[CH:3]=[C:4]([S:9]([N:13]2[CH2:17][CH2:16][CH2:15][CH2:14]2)(=[O:11])=[O:10])[CH:5]=[CH:6][C:7]=1[F:8], predict the reactants needed to synthesize it. The reactants are: [Br:1][C:2]1[CH:3]=[C:4]([S:9](Cl)(=[O:11])=[O:10])[CH:5]=[CH:6][C:7]=1[F:8].[NH:13]1[CH2:17][CH2:16][CH2:15][CH2:14]1.